Dataset: Full USPTO retrosynthesis dataset with 1.9M reactions from patents (1976-2016). Task: Predict the reactants needed to synthesize the given product. (1) Given the product [CH:1]1([C:4]2[CH:5]=[C:6]3[C:30]([C:31](=[O:34])[NH:32][CH3:33])=[C:29]([C:35]4[CH:40]=[CH:39][C:38]([CH3:41])=[CH:37][CH:36]=4)[O:28][C:7]3=[N:8][C:9]=2[N:10]([S:11]([CH3:14])(=[O:13])=[O:12])[CH2:15][CH2:16][CH2:17][C:18]([CH3:27])([CH3:26])[C:19]([OH:21])=[O:20])[CH2:3][CH2:2]1, predict the reactants needed to synthesize it. The reactants are: [CH:1]1([C:4]2[CH:5]=[C:6]3[C:30]([C:31](=[O:34])[NH:32][CH3:33])=[C:29]([C:35]4[CH:40]=[CH:39][C:38]([CH3:41])=[CH:37][CH:36]=4)[O:28][C:7]3=[N:8][C:9]=2[N:10]([CH2:15][CH2:16][CH2:17][C:18]([CH3:27])([CH3:26])[C:19]([O:21]CC(C)C)=[O:20])[S:11]([CH3:14])(=[O:13])=[O:12])[CH2:3][CH2:2]1.[OH-].[Na+]. (2) Given the product [Cl:14][C:15]1[CH:16]=[CH:17][C:18]2[N:19]([C:21]([C@@H:24]([O:13][C:5]3[C:6]4[O:12][CH:11]=[CH:10][C:7]=4[CH:8]=[N:9][C:4]=3[NH2:1])[CH3:25])=[N:22][N:23]=2)[N:20]=1, predict the reactants needed to synthesize it. The reactants are: [N+:1]([C:4]1[N:9]=[CH:8][C:7]2[CH:10]=[CH:11][O:12][C:6]=2[C:5]=1[OH:13])([O-])=O.[Cl:14][C:15]1[CH:16]=[CH:17][C:18]2[N:19]([C:21]([C@H:24](O)[CH3:25])=[N:22][N:23]=2)[N:20]=1.C1(P(C2C=CC=CC=2)C2C=CC=CC=2)C=CC=CC=1.N(C(OC(C)C)=O)=NC(OC(C)C)=O. (3) Given the product [CH3:9][C:10]1[O:8][C:7]2[C:2]([N:1]=1)=[N:3][CH:4]=[CH:5][CH:6]=2, predict the reactants needed to synthesize it. The reactants are: [NH2:1][C:2]1[C:7]([OH:8])=[CH:6][CH:5]=[CH:4][N:3]=1.[C:9]([O-])([O-])(OCC)[CH3:10].O.C1(C)C=CC(S(O)(=O)=O)=CC=1. (4) Given the product [F:1][C:2]1[CH:14]=[CH:13][C:5]([CH2:6][N:7]2[CH2:12][CH2:11][N:10]([C:32](=[O:49])[CH2:30][O:29][C:26]3[CH:25]=[CH:24][C:23]([CH2:22][C@H:18]([O:17][CH3:15])[C:19]([OH:21])=[O:20])=[CH:28][CH:27]=3)[CH2:9][CH2:8]2)=[CH:4][CH:3]=1, predict the reactants needed to synthesize it. The reactants are: [F:1][C:2]1[CH:14]=[CH:13][C:5]([CH2:6][N:7]2[CH2:12][CH2:11][NH:10][CH2:9][CH2:8]2)=[CH:4][CH:3]=1.[CH2:15]([O:17][C@@H:18]([CH2:22][C:23]1[CH:28]=[CH:27][C:26]([O:29][C@@H:30]([C:32](=[O:49])NCCC2C=CC(OC3C=CC=CC=3)=CC=2)C)=[CH:25][CH:24]=1)[C:19]([OH:21])=[O:20])C.